From a dataset of Forward reaction prediction with 1.9M reactions from USPTO patents (1976-2016). Predict the product of the given reaction. (1) Given the reactants [NH2:1][C:2]1[CH2:28][O:27][CH2:26][C@:4]2([C:17]3[CH:16]=[C:15]([C:18]4[CH2:19][O:20][CH2:21][CH2:22][CH:23]=4)[CH:14]=[C:13]([F:24])[C:12]=3[O:11][C:10]3[C:5]2=[CH:6][C:7]([OH:25])=[CH:8][CH:9]=3)[N:3]=1.ClC1C=CC(N([S:37]([C:40]([F:43])([F:42])[F:41])(=[O:39])=[O:38])[S:37]([C:40]([F:43])([F:42])[F:41])(=[O:39])=[O:38])=NC=1, predict the reaction product. The product is: [F:41][C:40]([F:43])([F:42])[S:37]([O:25][C:7]1[CH:6]=[C:5]2[C:10]([O:11][C:12]3[C:13]([F:24])=[CH:14][C:15]([C:18]4[CH2:19][O:20][CH2:21][CH2:22][CH:23]=4)=[CH:16][C:17]=3[C@:4]32[N:3]=[C:2]([NH2:1])[CH2:28][O:27][CH2:26]3)=[CH:9][CH:8]=1)(=[O:39])=[O:38]. (2) Given the reactants [F:1][C:2]([F:11])([F:10])[C:3]1[CH:8]=[CH:7][C:6]([SH:9])=[CH:5][CH:4]=1.C([O-])([O-])=O.[K+].[K+].[CH:18]([C:20]([CH3:22])=[O:21])=[CH2:19].O, predict the reaction product. The product is: [F:11][C:2]([F:1])([F:10])[C:3]1[CH:4]=[CH:5][C:6]([S:9][CH2:19][CH2:18][C:20](=[O:21])[CH3:22])=[CH:7][CH:8]=1.